Dataset: Catalyst prediction with 721,799 reactions and 888 catalyst types from USPTO. Task: Predict which catalyst facilitates the given reaction. (1) Reactant: [F:1][C:2]1[CH:3]=[C:4]2[C:8](=[CH:9][CH:10]=1)[N:7]([S:11]([C:14]1[CH:19]=[CH:18][C:17]([O:20][CH3:21])=[C:16]([N:22]3[CH2:27][CH2:26][NH:25][CH2:24][CH2:23]3)[CH:15]=1)(=[O:13])=[O:12])[CH:6]=[CH:5]2.[C:28]([BH3-])#N.[Na+].C=O. Product: [F:1][C:2]1[CH:3]=[C:4]2[C:8](=[CH:9][CH:10]=1)[N:7]([S:11]([C:14]1[CH:19]=[CH:18][C:17]([O:20][CH3:21])=[C:16]([N:22]3[CH2:23][CH2:24][N:25]([CH3:28])[CH2:26][CH2:27]3)[CH:15]=1)(=[O:13])=[O:12])[CH:6]=[CH:5]2. The catalyst class is: 5. (2) Reactant: [CH3:1][NH:2][C:3]1[C:4]([N+:9]([O-])=O)=[N:5][CH:6]=[CH:7][CH:8]=1. Product: [CH3:1][NH:2][C:3]1[C:4]([NH2:9])=[N:5][CH:6]=[CH:7][CH:8]=1. The catalyst class is: 19. (3) Reactant: [Cl:1][C:2]1[CH:7]=[CH:6][C:5]([O:8][C:9](=[O:24])[N:10]([CH2:12][CH2:13][C@H:14]2[CH2:19][CH2:18][C@H:17](/[CH:20]=[CH:21]/[CH2:22]Cl)[CH2:16][CH2:15]2)[CH3:11])=[CH:4][CH:3]=1.[NH:25]1[CH2:29][CH2:28][CH2:27][CH2:26]1. Product: [Cl:1][C:2]1[CH:7]=[CH:6][C:5]([O:8][C:9](=[O:24])[N:10]([CH3:11])[CH2:12][CH2:13][C@H:14]2[CH2:19][CH2:18][C@H:17](/[CH:20]=[CH:21]/[CH2:22][N:25]3[CH2:29][CH2:28][CH2:27][CH2:26]3)[CH2:16][CH2:15]2)=[CH:4][CH:3]=1. The catalyst class is: 80. (4) Reactant: [CH:1]1([C@@H:7]([NH:9][C:10]([C:12]2[C:21]3[C:16](=[CH:17][CH:18]=[C:19]([F:22])[CH:20]=3)[N:15]=[C:14]([C:23]3[S:24][CH:25]=[CH:26][CH:27]=3)[C:13]=2[CH2:28][N:29]2[CH2:34][CH2:33][NH:32][C:31](=[O:35])[CH2:30]2)=[O:11])[CH3:8])[CH2:6][CH2:5][CH2:4][CH2:3][CH2:2]1.C1([C@@H](NC(C2C3C(=CC=CC=3)N=C(C3SC=CC=3)C=2CN2CCN([CH2:69][C:70]([OH:72])=[O:71])C(=O)C2)=O)C)CCCCC1.[H-].[Na+].C(OC(=O)CBr)C. Product: [CH:1]1([C@@H:7]([NH:9][C:10]([C:12]2[C:21]3[C:16](=[CH:17][CH:18]=[C:19]([F:22])[CH:20]=3)[N:15]=[C:14]([C:23]3[S:24][CH:25]=[CH:26][CH:27]=3)[C:13]=2[CH2:28][N:29]2[CH2:34][CH2:33][N:32]([CH2:69][C:70]([OH:72])=[O:71])[C:31](=[O:35])[CH2:30]2)=[O:11])[CH3:8])[CH2:6][CH2:5][CH2:4][CH2:3][CH2:2]1. The catalyst class is: 3. (5) Reactant: [CH3:1][C:2]1[O:3][CH:4]=[CH:5][CH:6]=1.[C:7]([O-:10])([O-])=O.[Na+].[Na+].[CH3:13][OH:14].BrBr. Product: [CH3:13][O:14][C:2]1([CH3:1])[CH:6]=[CH:5][CH:4]([O:10][CH3:7])[O:3]1. The catalyst class is: 2.